From a dataset of Reaction yield outcomes from USPTO patents with 853,638 reactions. Predict the reaction yield, written as a fraction of the theoretical maximum amount of product (1.0 means a 100% yield; for example, 0.34 means a 34% yield). (1) The reactants are [C:1]1([C:7]([OH:9])=[O:8])([C:4](O)=[O:5])[CH2:3][CH2:2]1.C(N(CC)CC)C.S(Cl)(Cl)=O.[F:21][C:22]1[CH:28]=[CH:27][C:25]([NH2:26])=[CH:24][CH:23]=1. The catalyst is C1COCC1.C(OCC)(=O)C. The product is [F:21][C:22]1[CH:28]=[CH:27][C:25]([NH:26][C:4]([C:1]2([C:7]([OH:9])=[O:8])[CH2:3][CH2:2]2)=[O:5])=[CH:24][CH:23]=1. The yield is 0.652. (2) The reactants are [O:1]1[CH2:4][CH:3]([N:5]2[CH2:10][CH2:9][NH:8][CH2:7][CH2:6]2)[CH2:2]1.CCN(C(C)C)C(C)C.[NH2:20][C:21]1[C:30]([C:31]([NH:33][C:34]2[CH:35]=[N:36][CH:37]=[C:38]([F:49])[C:39]=2[N:40]2[CH2:45][CH2:44][CH:43]([C:46](O)=[O:47])[CH2:42][CH2:41]2)=[O:32])=[C:24]2[N:25]=[CH:26][C:27]([F:29])=[CH:28][N:23]2[N:22]=1.F[B-](F)(F)F.ClC1C=CC2N=NN(OC(=[N+](C)C)N(C)C)C=2C=1. The catalyst is C1COCC1.O. The product is [NH2:20][C:21]1[C:30]([C:31]([NH:33][C:34]2[CH:35]=[N:36][CH:37]=[C:38]([F:49])[C:39]=2[N:40]2[CH2:45][CH2:44][CH:43]([C:46]([N:8]3[CH2:9][CH2:10][N:5]([CH:3]4[CH2:4][O:1][CH2:2]4)[CH2:6][CH2:7]3)=[O:47])[CH2:42][CH2:41]2)=[O:32])=[C:24]2[N:25]=[CH:26][C:27]([F:29])=[CH:28][N:23]2[N:22]=1. The yield is 0.860. (3) The reactants are Cl[C:2]1[CH:3]=[CH:4][C:5]2[C:14]3[N:13](CC4C=CC(OC)=CC=4OC)[C:12](=[O:26])[C:11]([C:27]([O:29]C)=[O:28])=[C:10]([OH:31])[C:9]=3[CH:8]([CH3:32])[CH2:7][C:6]=2[CH:33]=1.C(O[Na])(C)(C)C.[NH:40]1[CH2:44][CH2:43][CH2:42][CH2:41]1. The catalyst is CC(O)=O.CC(P(C(C)(C)C)C1C(C2[C-]=CC=CC=2)=CC=CC=1)(C)C.[Pd].C1(C)C=CC=CC=1. The product is [OH:31][C:10]1[C:9]2[CH:8]([CH3:32])[CH2:7][C:6]3[CH:33]=[C:2]([N:40]4[CH2:44][CH2:43][CH2:42][CH2:41]4)[CH:3]=[CH:4][C:5]=3[C:14]=2[NH:13][C:12](=[O:26])[C:11]=1[C:27]([OH:29])=[O:28]. The yield is 0.400. (4) The reactants are FC(F)(F)S(O)(=O)=O.[NH2:9][CH2:10][CH2:11][CH2:12][C:13]([C:15]1[CH:20]=[CH:19][C:18]([O:21][CH3:22])=[CH:17][CH:16]=1)=O.[ClH:23]. The catalyst is [C].[Pd].CC(O)C. The product is [ClH:23].[NH2:9][CH2:10][CH2:11][CH2:12][CH2:13][C:15]1[CH:16]=[CH:17][C:18]([O:21][CH3:22])=[CH:19][CH:20]=1. The yield is 0.850. (5) The reactants are [C:1]([OH:5])(=[O:4])[CH2:2][OH:3].C([N:10]([C:16]([O:18][CH2:19][C:20]1[CH:25]=[CH:24][CH:23]=[CH:22][CH:21]=1)=[O:17])[CH2:11][CH2:12][C:13]([OH:15])=[O:14])(C)(C)C. The catalyst is C(O)=O. The product is [C:1]([OH:5])(=[O:4])[CH2:2][OH:3].[C:16]([NH:10][CH2:11][CH2:12][C:13]([OH:15])=[O:14])([O:18][CH2:19][C:20]1[CH:25]=[CH:24][CH:23]=[CH:22][CH:21]=1)=[O:17]. The yield is 0.800. (6) The reactants are [CH2:1]([O:3][C:4](=[O:23])[C:5]1[CH:10]=[CH:9][C:8]([NH:11][C:12](=[O:22])[C:13]2[CH:18]=[CH:17][CH:16]=[C:15]([N+:19]([O-])=O)[CH:14]=2)=[CH:7][CH:6]=1)[CH3:2].[Sn].Cl. The catalyst is C1COCC1. The product is [CH2:1]([O:3][C:4](=[O:23])[C:5]1[CH:6]=[CH:7][C:8]([NH:11][C:12](=[O:22])[C:13]2[CH:18]=[CH:17][CH:16]=[C:15]([NH2:19])[CH:14]=2)=[CH:9][CH:10]=1)[CH3:2]. The yield is 0.800. (7) The reactants are [CH:1]1([CH:7]([NH:24][C:25]2[CH:33]=[CH:32][C:28]([C:29](O)=[O:30])=[CH:27][CH:26]=2)[C:8]2[O:9][C:10]([C:14]3[CH:19]=[CH:18][C:17]([C:20]([F:23])([F:22])[F:21])=[CH:16][CH:15]=3)=[CH:11][C:12]=2[CH3:13])[CH2:6][CH2:5][CH2:4][CH2:3][CH2:2]1.Cl.NCCC(OCC)=O.[CH3:43][NH:44][CH2:45][CH2:46][C:47]([O:49]CC)=[O:48].Cl.C(N=C=NCCCN(C)C)C.O.OC1C2N=NNC=2C=CC=1. The catalyst is CN(C)C=O.C(OCC)(=O)C.C(N(CC)CC)C. The product is [CH:1]1([CH:7]([NH:24][C:25]2[CH:33]=[CH:32][C:28]([C:29]([N:44]([CH3:43])[CH2:45][CH2:46][C:47]([OH:49])=[O:48])=[O:30])=[CH:27][CH:26]=2)[C:8]2[O:9][C:10]([C:14]3[CH:19]=[CH:18][C:17]([C:20]([F:22])([F:21])[F:23])=[CH:16][CH:15]=3)=[CH:11][C:12]=2[CH3:13])[CH2:6][CH2:5][CH2:4][CH2:3][CH2:2]1. The yield is 0.690.